Dataset: Catalyst prediction with 721,799 reactions and 888 catalyst types from USPTO. Task: Predict which catalyst facilitates the given reaction. (1) Reactant: [CH3:1][O:2][C:3]1[CH:4]=[C:5]([NH:14][C:15](=[O:29])[C@H:16]([NH:21][C:22](=[O:28])[O:23][C:24]([CH3:27])([CH3:26])[CH3:25])[CH2:17][CH:18]([CH3:20])[CH3:19])[CH:6]=[CH:7][C:8]=1[C:9]1[O:13][CH:12]=[N:11][CH:10]=1.[OH-].[Ba+2].[OH-].I[CH2:34][CH3:35].CCOCC. Product: [CH2:34]([N:14]([C:5]1[CH:6]=[CH:7][C:8]([C:9]2[O:13][CH:12]=[N:11][CH:10]=2)=[C:3]([O:2][CH3:1])[CH:4]=1)[C:15](=[O:29])[C@H:16]([NH:21][C:22](=[O:28])[O:23][C:24]([CH3:27])([CH3:26])[CH3:25])[CH2:17][CH:18]([CH3:20])[CH3:19])[CH3:35]. The catalyst class is: 18. (2) Reactant: [C-:1]#[N:2].[Na+].[NH2:4][C:5]1[CH:13]=[CH:12][C:8]([C:9]([OH:11])=[O:10])=[CH:7][CH:6]=1.[C:14]1(=O)[CH2:17][CH2:16][CH2:15]1. Product: [C:1]([C:14]1([NH:4][C:5]2[CH:13]=[CH:12][C:8]([C:9]([OH:11])=[O:10])=[CH:7][CH:6]=2)[CH2:17][CH2:16][CH2:15]1)#[N:2]. The catalyst class is: 15. (3) Reactant: [OH:1][CH:2]1[CH2:7][CH2:6][CH2:5][CH2:4][CH:3]1[NH:8][S:9]([CH:12]([CH3:14])[CH3:13])(=[O:11])=[O:10].[Cr](Cl)([O-])(=O)=O.[NH+]1C=CC=CC=1. Product: [CH3:14][CH:12]([S:9]([NH:8][CH:3]1[CH2:4][CH2:5][CH2:6][CH2:7][C:2]1=[O:1])(=[O:11])=[O:10])[CH3:13]. The catalyst class is: 2. (4) Reactant: [Cl:1][C:2]1[CH:7]=[C:6]([Cl:8])[N:5]=[C:4](I)[N:3]=1.[CH:10]([NH:13][C:14](=[O:32])[CH2:15][O:16][C:17]1[CH:22]=[CH:21][CH:20]=[C:19](B2OC(C)(C)C(C)(C)O2)[CH:18]=1)([CH3:12])[CH3:11].C([O-])([O-])=O.[Na+].[Na+]. Product: [Cl:1][C:2]1[CH:7]=[C:6]([Cl:8])[N:5]=[C:4]([C:19]2[CH:18]=[C:17]([CH:22]=[CH:21][CH:20]=2)[O:16][CH2:15][C:14]([NH:13][CH:10]([CH3:11])[CH3:12])=[O:32])[N:3]=1. The catalyst class is: 108.